Dataset: Reaction yield outcomes from USPTO patents with 853,638 reactions. Task: Predict the reaction yield, written as a fraction of the theoretical maximum amount of product (1.0 means a 100% yield; for example, 0.34 means a 34% yield). (1) The reactants are F[C:2]1[CH:7]=[CH:6][CH:5]=[C:4]([F:8])[C:3]=1[C:9](=[O:13])[CH2:10][CH2:11][CH3:12].[CH2:14]([NH2:21])[C:15]1[CH:20]=[CH:19][CH:18]=[CH:17][CH:16]=1.C(=O)([O-])[O-].[K+].[K+].O. The catalyst is CN(C=O)C. The product is [F:8][C:4]1[CH:5]=[CH:6][CH:7]=[C:2]([NH:21][CH2:14][C:15]2[CH:20]=[CH:19][CH:18]=[CH:17][CH:16]=2)[C:3]=1[C:9](=[O:13])[CH2:10][CH2:11][CH3:12]. The yield is 0.680. (2) The reactants are [OH-].[K+].[OH:3][CH2:4][C:5]([OH:7])=[O:6].Cl[C:9]1[C:18]2[C:13](=[CH:14][C:15]([O:19][CH3:20])=[CH:16][CH:17]=2)[N:12]=[CH:11][CH:10]=1.Cl. The catalyst is CS(C)=O. The product is [CH3:20][O:19][C:15]1[CH:14]=[C:13]2[C:18]([C:9]([O:3][CH2:4][C:5]([OH:7])=[O:6])=[CH:10][CH:11]=[N:12]2)=[CH:17][CH:16]=1. The yield is 0.360.